From a dataset of Reaction yield outcomes from USPTO patents with 853,638 reactions. Predict the reaction yield, written as a fraction of the theoretical maximum amount of product (1.0 means a 100% yield; for example, 0.34 means a 34% yield). The reactants are [CH2:1]([NH:10][CH2:11][CH2:12][CH2:13][CH2:14][CH2:15][CH2:16][CH:17]([CH3:19])[CH3:18])[CH2:2][CH2:3][CH2:4][CH2:5][CH2:6][CH:7]([CH3:9])[CH3:8].[CH2:20]=O. No catalyst specified. The product is [CH3:20][N:10]([CH2:11][CH2:12][CH2:13][CH2:14][CH2:15][CH2:16][CH:17]([CH3:19])[CH3:18])[CH2:1][CH2:2][CH2:3][CH2:4][CH2:5][CH2:6][CH:7]([CH3:8])[CH3:9]. The yield is 0.832.